This data is from Reaction yield outcomes from USPTO patents with 853,638 reactions. The task is: Predict the reaction yield, written as a fraction of the theoretical maximum amount of product (1.0 means a 100% yield; for example, 0.34 means a 34% yield). The yield is 0.750. The product is [CH2:25]([N:27]([CH3:34])[C:28]([CH3:33])([CH3:32])[C:29]([NH:31][C:21]([C:10]1[C:9]([CH3:24])=[C:8]([C:5]2[CH:4]=[CH:3][C:2]([Cl:1])=[CH:7][CH:6]=2)[N:12]([C:13]2[CH:18]=[CH:17][C:16]([Cl:19])=[CH:15][C:14]=2[Cl:20])[N:11]=1)=[O:22])=[O:30])[CH3:26]. The reactants are [Cl:1][C:2]1[CH:7]=[CH:6][C:5]([C:8]2[N:12]([C:13]3[CH:18]=[CH:17][C:16]([Cl:19])=[CH:15][C:14]=3[Cl:20])[N:11]=[C:10]([C:21](Cl)=[O:22])[C:9]=2[CH3:24])=[CH:4][CH:3]=1.[CH2:25]([N:27]([CH3:34])[C:28]([CH3:33])([CH3:32])[C:29]([NH2:31])=[O:30])[CH3:26].C[Si]([N-][Si](C)(C)C)(C)C.[Li+]. No catalyst specified.